Dataset: Full USPTO retrosynthesis dataset with 1.9M reactions from patents (1976-2016). Task: Predict the reactants needed to synthesize the given product. Given the product [Cl:27][C:28]1[C:35]([CH3:36])=[C:34]([NH:1][C@@H:2]2[CH2:6][CH2:5][C@H:4]([OH:7])[C@:3]2([OH:25])[CH3:26])[CH:33]=[CH:32][C:29]=1[C:30]#[N:31], predict the reactants needed to synthesize it. The reactants are: [NH2:1][C@@H:2]1[CH2:6][CH2:5][C@H:4]([O:7][Si](C(C)(C)C)(C2C=CC=CC=2)C2C=CC=CC=2)[C@@:3]1([CH3:26])[OH:25].[Cl:27][C:28]1[C:35]([CH3:36])=[C:34](F)[CH:33]=[CH:32][C:29]=1[C:30]#[N:31].[F-].C([N+](CCCC)(CCCC)CCCC)CCC.O.